This data is from HIV replication inhibition screening data with 41,000+ compounds from the AIDS Antiviral Screen. The task is: Binary Classification. Given a drug SMILES string, predict its activity (active/inactive) in a high-throughput screening assay against a specified biological target. (1) The drug is CN1C(=O)C2(C=CC(O)CC2)c2ccccc21. The result is 0 (inactive). (2) The molecule is O=[N+]([O-])c1ccc(OC2CC3C4C=CC3C2C4)c([N+](=O)[O-])c1. The result is 0 (inactive).